Predict the reaction yield, written as a fraction of the theoretical maximum amount of product (1.0 means a 100% yield; for example, 0.34 means a 34% yield). From a dataset of Reaction yield outcomes from USPTO patents with 853,638 reactions. The reactants are [C:1]([O:9][CH:10]([O:14][C:15]([NH:17][CH2:18][C:19]1([CH2:25][C:26]([OH:28])=[O:27])[CH2:24][CH2:23][CH2:22][CH2:21][CH2:20]1)=[O:16])[CH:11]([CH3:13])[CH3:12])(=[O:8])[C:2]1[CH:7]=[CH:6][CH:5]=[CH:4][CH:3]=1.[CH:29]1C=CC=CC=1.C[Si](C=[N+]=[N-])(C)C. The catalyst is CO. The product is [C:1]([O:9][CH:10]([O:14][C:15]([NH:17][CH2:18][C:19]1([CH2:25][C:26]([O:28][CH3:29])=[O:27])[CH2:24][CH2:23][CH2:22][CH2:21][CH2:20]1)=[O:16])[CH:11]([CH3:12])[CH3:13])(=[O:8])[C:2]1[CH:3]=[CH:4][CH:5]=[CH:6][CH:7]=1. The yield is 0.640.